This data is from Full USPTO retrosynthesis dataset with 1.9M reactions from patents (1976-2016). The task is: Predict the reactants needed to synthesize the given product. (1) Given the product [NH2:81]/[C:73](=[CH:72]\[C:71](=[O:82])[CH2:70][NH:69][C:68]([O:67][C:63]([CH3:66])([CH3:64])[CH3:65])=[O:83])/[CH2:74][C@@H:75]1[C@H:78]([NH:79][C:13](=[O:14])/[C:12](=[N:11]\[O:10][C:7]([CH3:9])([CH3:8])[C:6]([O:5][C:1]([CH3:4])([CH3:3])[CH3:2])=[O:29])/[C:16]2[N:17]=[C:18]([NH:21][C:22]([O:24][C:25]([CH3:28])([CH3:27])[CH3:26])=[O:23])[S:19][CH:20]=2)[C:77](=[O:80])[NH:76]1, predict the reactants needed to synthesize it. The reactants are: [C:1]([O:5][C:6](=[O:29])[C:7]([O:10]/[N:11]=[C:12](/[C:16]1[N:17]=[C:18]([NH:21][C:22]([O:24][C:25]([CH3:28])([CH3:27])[CH3:26])=[O:23])[S:19][CH:20]=1)\[C:13](O)=[O:14])([CH3:9])[CH3:8])([CH3:4])([CH3:3])[CH3:2].CN(C(ON1N=NC2C=CC=NC1=2)=[N+](C)C)C.F[P-](F)(F)(F)(F)F.CCN(C(C)C)C(C)C.[C:63]([O:67][C:68](=[O:83])[NH:69][CH2:70][C:71](=[O:82])/[CH:72]=[C:73](\[NH2:81])/[CH2:74][C@@H:75]1[C@H:78]([NH2:79])[C:77](=[O:80])[NH:76]1)([CH3:66])([CH3:65])[CH3:64]. (2) Given the product [CH3:1][C:2]1[O:6][C:5]([C:7]2[CH:8]=[CH:9][C:10]([C:11]([NH:65][CH2:64][C:60]3[CH:59]=[N:58][CH:63]=[CH:62][CH:61]=3)=[O:13])=[CH:14][CH:15]=2)=[N:4][C:3]=1[CH2:16][S:17]([C:20]1[CH:25]=[CH:24][C:23]([C:26]([F:29])([F:28])[F:27])=[CH:22][CH:21]=1)(=[O:18])=[O:19], predict the reactants needed to synthesize it. The reactants are: [CH3:1][C:2]1[O:6][C:5]([C:7]2[CH:15]=[CH:14][C:10]([C:11]([OH:13])=O)=[CH:9][CH:8]=2)=[N:4][C:3]=1[CH2:16][S:17]([C:20]1[CH:25]=[CH:24][C:23]([C:26]([F:29])([F:28])[F:27])=[CH:22][CH:21]=1)(=[O:19])=[O:18].CCN=C=NCCCN(C)C.C1C=CC2N(O)N=NC=2C=1.C(N(CC)CC)C.[N:58]1[CH:63]=[CH:62][CH:61]=[C:60]([CH2:64][NH2:65])[CH:59]=1. (3) Given the product [N:35]1([S:32]([N:6]([CH2:5][C:4]([OH:40])=[O:3])[CH2:7][C:8]2[CH:13]=[CH:12][CH:11]=[C:10]([O:14][CH2:15][C:16]3[O:20][C:19]([C:21]4[CH:26]=[CH:25][C:24]([C:27]([F:29])([F:28])[F:30])=[CH:23][CH:22]=4)=[N:18][C:17]=3[CH3:31])[CH:9]=2)(=[O:33])=[O:34])[CH2:39][CH2:38][CH2:37][CH2:36]1, predict the reactants needed to synthesize it. The reactants are: C([O:3][C:4](=[O:40])[CH2:5][N:6]([S:32]([N:35]1[CH2:39][CH2:38][CH2:37][CH2:36]1)(=[O:34])=[O:33])[CH2:7][C:8]1[CH:13]=[CH:12][CH:11]=[C:10]([O:14][CH2:15][C:16]2[O:20][C:19]([C:21]3[CH:26]=[CH:25][C:24]([C:27]([F:30])([F:29])[F:28])=[CH:23][CH:22]=3)=[N:18][C:17]=2[CH3:31])[CH:9]=1)C.O.[OH-].[Li+].